Dataset: Reaction yield outcomes from USPTO patents with 853,638 reactions. Task: Predict the reaction yield, written as a fraction of the theoretical maximum amount of product (1.0 means a 100% yield; for example, 0.34 means a 34% yield). (1) The reactants are [Br:1][C:2]1[CH:7]=[CH:6][CH:5]=[CH:4][C:3]=1[CH2:8][C:9]([CH3:17])([CH3:16])[CH2:10][C:11](=[O:15])[C:12]([OH:14])=[O:13].[C:18](=O)([O-])[O-].[K+].[K+].IC. The catalyst is CC(C)=O. The product is [CH3:18][O:13][C:12](=[O:14])[C:11](=[O:15])[CH2:10][C:9]([CH3:17])([CH3:16])[CH2:8][C:3]1[CH:4]=[CH:5][CH:6]=[CH:7][C:2]=1[Br:1]. The yield is 0.526. (2) The reactants are [Cl-].[C:2]([O:6][C:7](=[O:10])[CH2:8][Zn+])([CH3:5])([CH3:4])[CH3:3].[Br:11][C:12]1[CH:13]=[C:14]2[C:25](=[CH:26][CH:27]=1)[O:24][C:17]1[C:18]([F:23])=[N:19][C:20]([Cl:22])=[CH:21][C:16]=1/[C:15]/2=[N:28]\[S:29]([C:31]([CH3:34])([CH3:33])[CH3:32])=[O:30]. The catalyst is C1COCC1.CCOC(C)=O. The product is [Br:11][C:12]1[CH:13]=[C:14]2[C:25](=[CH:26][CH:27]=1)[O:24][C:17]1[C:18]([F:23])=[N:19][C:20]([Cl:22])=[CH:21][C:16]=1[C:15]2([CH2:8][C:7]([O:6][C:2]([CH3:5])([CH3:4])[CH3:3])=[O:10])[NH:28][S:29]([C:31]([CH3:34])([CH3:33])[CH3:32])=[O:30]. The yield is 0.591. (3) The reactants are [OH:1][C:2]([CH3:33])([CH3:32])[CH2:3][C@@:4]1([C:26]2[CH:31]=[CH:30][CH:29]=[CH:28][CH:27]=2)[O:9][C:8](=[O:10])[N:7]([C@H:11]([C:13]2[CH:18]=[CH:17][C:16]([C:19]3[CH:24]=[CH:23][NH:22][C:21](=[O:25])[CH:20]=3)=[CH:15][CH:14]=2)[CH3:12])[CH2:6][CH2:5]1.C1C=CN=C(C2C=[CH:42][CH:43]=[CH:44]N=2)C=1.C1(B(O)O)CC1.C([O-])([O-])=O.[Na+].[Na+]. The catalyst is ClC(Cl)C.CC([O-])=O.CC([O-])=O.[Cu+2]. The product is [CH:42]1([N:22]2[CH:23]=[CH:24][C:19]([C:16]3[CH:17]=[CH:18][C:13]([C@@H:11]([N:7]4[CH2:6][CH2:5][C@:4]([CH2:3][C:2]([OH:1])([CH3:32])[CH3:33])([C:26]5[CH:31]=[CH:30][CH:29]=[CH:28][CH:27]=5)[O:9][C:8]4=[O:10])[CH3:12])=[CH:14][CH:15]=3)=[CH:20][C:21]2=[O:25])[CH2:43][CH2:44]1. The yield is 0.850. (4) The reactants are [F:1][C:2]1[CH:7]=[CH:6][C:5](/[CH:8]=[CH:9]/[C:10]2[CH:18]=[CH:17][C:16]([O:19][CH2:20][C:21]3[CH:26]=[CH:25][C:24]([O:27][CH3:28])=[CH:23][CH:22]=3)=[CH:15][C:11]=2[C:12]([OH:14])=[O:13])=[CH:4][C:3]=1[O:29][CH3:30].C1(=O)C=CC(=O)C=C1. The catalyst is C1COCC1.C(OCC)(=O)C.CC#N.CC#N.Cl[Pd]Cl. The product is [F:1][C:2]1[CH:7]=[CH:6][C:5]([C:8]2[O:13][C:12](=[O:14])[C:11]3[C:10]([CH:9]=2)=[CH:18][CH:17]=[C:16]([O:19][CH2:20][C:21]2[CH:22]=[CH:23][C:24]([O:27][CH3:28])=[CH:25][CH:26]=2)[CH:15]=3)=[CH:4][C:3]=1[O:29][CH3:30]. The yield is 0.500. (5) The reactants are Cl.[N+:2]([C:5]1[CH:14]=[C:13]([N+:15]([O-:17])=[O:16])[C:12]2[C:7](=[CH:8][CH:9]=[CH:10][CH:11]=2)[C:6]=1[CH:18](C(OCC)=O)[C:19]([O:21][C:22](C)(C)[CH3:23])=[O:20])([O-:4])=[O:3]. The catalyst is CCOC(C)=O. The product is [N+:2]([C:5]1[CH:14]=[C:13]([N+:15]([O-:17])=[O:16])[C:12]2[C:7](=[CH:8][CH:9]=[CH:10][CH:11]=2)[C:6]=1[CH2:18][C:19]([O:21][CH2:22][CH3:23])=[O:20])([O-:4])=[O:3]. The yield is 0.690.